The task is: Predict the product of the given reaction.. This data is from Forward reaction prediction with 1.9M reactions from USPTO patents (1976-2016). Given the reactants [C:1](/[C:3](=[CH:9]/[C:10]1[CH:15]=[CH:14][C:13]([C:16]2[N:20]=[CH:19][N:18]([C:21]3[CH:26]=[CH:25][C:24]([O:27][C:28]([F:31])([F:30])[F:29])=[CH:23][CH:22]=3)[N:17]=2)=[CH:12][CH:11]=1)/[C:4]([O:6]CC)=[O:5])#[N:2].[OH-].[Li+], predict the reaction product. The product is: [C:1](/[C:3](=[CH:9]/[C:10]1[CH:11]=[CH:12][C:13]([C:16]2[N:20]=[CH:19][N:18]([C:21]3[CH:26]=[CH:25][C:24]([O:27][C:28]([F:29])([F:30])[F:31])=[CH:23][CH:22]=3)[N:17]=2)=[CH:14][CH:15]=1)/[C:4]([OH:6])=[O:5])#[N:2].